This data is from Reaction yield outcomes from USPTO patents with 853,638 reactions. The task is: Predict the reaction yield, written as a fraction of the theoretical maximum amount of product (1.0 means a 100% yield; for example, 0.34 means a 34% yield). The reactants are Cl[C:2]1[CH:7]=[C:6]([NH:8][C:9]2[CH:17]=[CH:16][CH:15]=[CH:14][C:10]=2[C:11]([OH:13])=[O:12])[C:5]([Cl:18])=[CH:4][N:3]=1.[CH3:19][N:20]1[C:24]([NH2:25])=[CH:23][C:22]([CH3:26])=[N:21]1.C1(P(C2C=CC=CC=2)C2C=CC3C(=CC=CC=3)C=2C2C3C(=CC=CC=3)C=CC=2P(C2C=CC=CC=2)C2C=CC=CC=2)C=CC=CC=1.CC(C)([O-])C.[Na+]. The catalyst is O1CCOCC1.C1C=CC(/C=C/C(/C=C/C2C=CC=CC=2)=O)=CC=1.C1C=CC(/C=C/C(/C=C/C2C=CC=CC=2)=O)=CC=1.C1C=CC(/C=C/C(/C=C/C2C=CC=CC=2)=O)=CC=1.[Pd].[Pd]. The product is [Cl:18][C:5]1[C:6]([NH:8][C:9]2[CH:17]=[CH:16][CH:15]=[CH:14][C:10]=2[C:11]([OH:13])=[O:12])=[CH:7][C:2]([NH:25][C:24]2[N:20]([CH3:19])[N:21]=[C:22]([CH3:26])[CH:23]=2)=[N:3][CH:4]=1. The yield is 0.210.